From a dataset of Reaction yield outcomes from USPTO patents with 853,638 reactions. Predict the reaction yield, written as a fraction of the theoretical maximum amount of product (1.0 means a 100% yield; for example, 0.34 means a 34% yield). (1) The catalyst is O1CCOCC1. The product is [Cl:26][C:27]1[CH:37]=[CH:36][CH:35]=[CH:34][C:28]=1[O:29][CH2:30][C:31]1[N:7]([CH:6]([CH:18]2[CH2:19][CH2:20][CH2:21][CH2:22][CH2:23]2)[C:45]([NH:44][CH:38]2[CH2:43][CH2:42][CH2:41][CH2:40][CH2:39]2)=[O:48])[C:8]2[CH:13]=[C:12]([F:14])[C:11]([F:15])=[CH:10][C:9]=2[N:16]=1. The reactants are C(O[C:6](=O)[NH:7][C:8]1[CH:13]=[C:12]([F:14])[C:11]([F:15])=[CH:10][C:9]=1[NH2:16])(C)(C)C.[CH:18]1(C=O)[CH2:23][CH2:22][CH2:21][CH2:20][CH2:19]1.[Cl:26][C:27]1[CH:37]=[CH:36][CH:35]=[CH:34][C:28]=1[O:29][CH2:30][C:31](O)=O.[CH:38]1([N+:44]#[C-:45])[CH2:43][CH2:42][CH2:41][CH2:40][CH2:39]1.Cl.C[OH:48]. The yield is 0.340. (2) The reactants are [C:1]([OH:22])(=O)[CH2:2][CH2:3][CH2:4][CH2:5][CH2:6][CH2:7][CH2:8][CH2:9][CH2:10][CH:11]=[CH:12][CH2:13][CH:14]=[CH:15][CH2:16][CH2:17][CH2:18][CH2:19][CH3:20].Cl.C[NH:25]OC.C1C=NC2N(O)N=NC=2C=1.CCN(CC)CC.C(Cl)CCl. The catalyst is C(Cl)Cl. The product is [C:1]([NH2:25])(=[O:22])[CH2:2][CH2:3][CH2:4][CH2:5][CH2:6][CH2:7][CH2:8][CH2:9][CH2:10][CH:11]=[CH:12][CH2:13][CH:14]=[CH:15][CH2:16][CH2:17][CH2:18][CH2:19][CH3:20]. The yield is 0.930. (3) The reactants are [OH:1][C:2]1[C:3]2[CH2:26][N:25]([C:27]([O:29][C:30]([CH3:33])([CH3:32])[CH3:31])=[O:28])[CH2:24][CH2:23][C:4]=2[N:5]=[C:6]([NH:8][C:9]2[CH:14]=[CH:13][C:12]([N:15]3[CH:19]=[C:18]([CH3:20])[N:17]=[CH:16]3)=[C:11]([O:21][CH3:22])[CH:10]=2)[N:7]=1.[F:34][C:35]([F:54])([F:53])[S:36](N(C1C=CC=CC=1)[S:36]([C:35]([F:54])([F:53])[F:34])(=[O:38])=[O:37])(=[O:38])=[O:37].N12CCCN=C1CCCCC2. The catalyst is CN(C)C1C=CN=CC=1.C(Cl)Cl. The product is [CH3:22][O:21][C:11]1[CH:10]=[C:9]([NH:8][C:6]2[N:7]=[C:2]([O:1][S:36]([C:35]([F:54])([F:53])[F:34])(=[O:38])=[O:37])[C:3]3[CH2:26][N:25]([C:27]([O:29][C:30]([CH3:33])([CH3:32])[CH3:31])=[O:28])[CH2:24][CH2:23][C:4]=3[N:5]=2)[CH:14]=[CH:13][C:12]=1[N:15]1[CH:19]=[C:18]([CH3:20])[N:17]=[CH:16]1. The yield is 0.619. (4) The reactants are [NH2:1][C:2]1[CH:7]=[C:6]([CH3:8])[C:5](Br)=[CH:4][N:3]=1.[C:10]([O:14][CH2:15][CH3:16])(=[O:13])[CH:11]=[CH2:12].CCN(C(C)C)C(C)C.C1(C)C=CC=CC=1P(C1C=CC=CC=1C)C1C=CC=CC=1C. The catalyst is C(#N)CC.C([O-])(=O)C.[Pd+2].C([O-])(=O)C. The product is [NH2:1][C:2]1[N:3]=[CH:4][C:5](/[CH:12]=[CH:11]/[C:10]([O:14][CH2:15][CH3:16])=[O:13])=[C:6]([CH3:8])[CH:7]=1. The yield is 0.590. (5) The reactants are [CH3:1][N:2]([CH3:18])[CH2:3][CH2:4][O:5][C:6]1[CH:7]=[C:8]([CH:11]=[C:12]([N+:15]([O-:17])=[O:16])[C:13]=1[OH:14])[CH:9]=O.[C:19]1([C:25](=O)[CH2:26][C:27]2[CH:32]=[CH:31][CH:30]=[CH:29][CH:28]=2)[CH:24]=[CH:23][CH:22]=[CH:21][CH:20]=1.[NH2:34][C:35]([NH2:37])=[O:36].Cl. The catalyst is C(O)C. The product is [CH3:1][N:2]([CH3:18])[CH2:3][CH2:4][O:5][C:6]1[CH:7]=[C:8]([CH:9]2[C:26]([C:27]3[CH:32]=[CH:31][CH:30]=[CH:29][CH:28]=3)=[C:25]([C:19]3[CH:24]=[CH:23][CH:22]=[CH:21][CH:20]=3)[NH:37][C:35](=[O:36])[NH:34]2)[CH:11]=[C:12]([N+:15]([O-:17])=[O:16])[C:13]=1[OH:14]. The yield is 0.220.